Task: Regression. Given a peptide amino acid sequence and an MHC pseudo amino acid sequence, predict their binding affinity value. This is MHC class I binding data.. Dataset: Peptide-MHC class I binding affinity with 185,985 pairs from IEDB/IMGT (1) The peptide sequence is CVNDGGLFY. The MHC is HLA-A31:01 with pseudo-sequence HLA-A31:01. The binding affinity (normalized) is 0.395. (2) The peptide sequence is ISKANWMTY. The MHC is HLA-A02:19 with pseudo-sequence HLA-A02:19. The binding affinity (normalized) is 0.0847. (3) The peptide sequence is NFCNLTSAF. The MHC is HLA-A24:02 with pseudo-sequence HLA-A24:02. The binding affinity (normalized) is 0.349. (4) The peptide sequence is MQLQLNCAY. The MHC is HLA-B15:02 with pseudo-sequence HLA-B15:02. The binding affinity (normalized) is 0.750. (5) The peptide sequence is LPHIIDEVI. The MHC is HLA-B54:01 with pseudo-sequence HLA-B54:01. The binding affinity (normalized) is 0.306. (6) The peptide sequence is EDGAEALGP. The binding affinity (normalized) is 0.0960. The MHC is H-2-Kb with pseudo-sequence H-2-Kb. (7) The peptide sequence is WGPDPAAAFV. The MHC is HLA-A02:01 with pseudo-sequence HLA-A02:01. The binding affinity (normalized) is 0.223.